This data is from Peptide-MHC class II binding affinity with 134,281 pairs from IEDB. The task is: Regression. Given a peptide amino acid sequence and an MHC pseudo amino acid sequence, predict their binding affinity value. This is MHC class II binding data. (1) The peptide sequence is MKNIFMLTLFILIIT. The MHC is DRB1_0802 with pseudo-sequence DRB1_0802. The binding affinity (normalized) is 0.390. (2) The peptide sequence is LSLCNKIKGLKVFNT. The MHC is DRB1_0701 with pseudo-sequence DRB1_0701. The binding affinity (normalized) is 0.830. (3) The peptide sequence is VEFVTNMGIIIPDFA. The MHC is DRB3_0101 with pseudo-sequence DRB3_0101. The binding affinity (normalized) is 0.666. (4) The peptide sequence is PPGPAGPAGERGEQ. The MHC is HLA-DQA10302-DQB10401 with pseudo-sequence HLA-DQA10303-DQB10402. The binding affinity (normalized) is 0.